Dataset: Catalyst prediction with 721,799 reactions and 888 catalyst types from USPTO. Task: Predict which catalyst facilitates the given reaction. (1) Reactant: C(N(CC)C(C)C)(C)C.[CH2:10]([O:14][CH:15]1[CH2:20][CH2:19][NH:18][CH2:17][CH2:16]1)[CH:11]([CH3:13])[CH3:12].Cl[S:22]([C:25]1[CH:26]=[C:27]([CH:31]=[CH:32][CH:33]=1)[C:28]([OH:30])=[O:29])(=[O:24])=[O:23]. Product: [CH2:10]([O:14][CH:15]1[CH2:20][CH2:19][N:18]([S:22]([C:25]2[CH:26]=[C:27]([CH:31]=[CH:32][CH:33]=2)[C:28]([OH:30])=[O:29])(=[O:24])=[O:23])[CH2:17][CH2:16]1)[CH:11]([CH3:13])[CH3:12]. The catalyst class is: 1. (2) Reactant: [CH3:1][O:2][C:3]1[CH:4]=[C:5]([NH:15][C:16](=[O:30])[C@H:17]([NH:22]C(=O)OC(C)(C)C)[CH2:18][CH:19]([CH3:21])[CH3:20])[CH:6]=[CH:7][C:8]=1[C:9]1[CH:14]=[CH:13][N:12]=[CH:11][CH:10]=1.C(O)(C(F)(F)F)=O. Product: [NH2:22][C@H:17]([CH2:18][CH:19]([CH3:21])[CH3:20])[C:16]([NH:15][C:5]1[CH:6]=[CH:7][C:8]([C:9]2[CH:10]=[CH:11][N:12]=[CH:13][CH:14]=2)=[C:3]([O:2][CH3:1])[CH:4]=1)=[O:30]. The catalyst class is: 2. (3) Reactant: [Br:1][C:2]1[CH:7]=[CH:6][C:5]([N:8]2[CH2:13][CH2:12][NH:11][CH2:10][CH2:9]2)=[CH:4][CH:3]=1.C(N(CC)CC)C.Cl[C:22]([O:24][CH2:25][C:26]1[CH:31]=[CH:30][CH:29]=[CH:28][CH:27]=1)=[O:23]. Product: [CH2:25]([O:24][C:22]([N:11]1[CH2:12][CH2:13][N:8]([C:5]2[CH:4]=[CH:3][C:2]([Br:1])=[CH:7][CH:6]=2)[CH2:9][CH2:10]1)=[O:23])[C:26]1[CH:31]=[CH:30][CH:29]=[CH:28][CH:27]=1. The catalyst class is: 4. (4) Reactant: [C:1]1([C:7]#[C:8][C:9]([S:17][C:18]2[CH:23]=[CH:22][CH:21]=[CH:20][CH:19]=2)=[N:10][C:11]2[CH:16]=[CH:15][CH:14]=[CH:13][CH:12]=2)[CH:6]=[CH:5][CH:4]=[CH:3][CH:2]=1.[C:24]1([SH:30])[CH:29]=[CH:28][CH:27]=[CH:26][CH:25]=1.C(O[K])(C)(C)C. Product: [C:1]1([C:7]([S:30][C:24]2[CH:29]=[CH:28][CH:27]=[CH:26][CH:25]=2)=[CH:8][C:9]([S:17][C:18]2[CH:23]=[CH:22][CH:21]=[CH:20][CH:19]=2)=[N:10][C:11]2[CH:12]=[CH:13][CH:14]=[CH:15][CH:16]=2)[CH:2]=[CH:3][CH:4]=[CH:5][CH:6]=1. The catalyst class is: 1. (5) Reactant: [NH2:1][C:2]1[CH:7]=[CH:6][C:5]([CH2:8][C:9]([O:11][CH2:12][CH3:13])=[O:10])=[CH:4][CH:3]=1.C(N(CC)CC)C.[CH3:21][S:22](Cl)(=[O:24])=[O:23]. Product: [CH3:21][S:22]([NH:1][C:2]1[CH:3]=[CH:4][C:5]([CH2:8][C:9]([O:11][CH2:12][CH3:13])=[O:10])=[CH:6][CH:7]=1)(=[O:24])=[O:23]. The catalyst class is: 4. (6) The catalyst class is: 18. Reactant: [CH3:1][N:2]([CH3:7])[CH2:3][C:4](O)=[O:5].CCN(C(C)C)C(C)C.CN(C(ON1N=NC2C=CC=NC1=2)=[N+](C)C)C.F[P-](F)(F)(F)(F)F.[NH2:41][C:42]1[CH:43]=[CH:44][C:45]([N:50]2[CH2:55][CH2:54][N:53]([CH:56]([C:63]3[CH:68]=[CH:67][CH:66]=[CH:65][CH:64]=3)[C:57]3[CH:62]=[CH:61][CH:60]=[CH:59][CH:58]=3)[CH2:52][CH2:51]2)=[C:46]([CH:49]=1)[C:47]#[N:48]. Product: [CH:56]([N:53]1[CH2:52][CH2:51][N:50]([C:45]2[CH:44]=[CH:43][C:42]([NH:41][C:4](=[O:5])[CH2:3][N:2]([CH3:7])[CH3:1])=[CH:49][C:46]=2[C:47]#[N:48])[CH2:55][CH2:54]1)([C:57]1[CH:58]=[CH:59][CH:60]=[CH:61][CH:62]=1)[C:63]1[CH:68]=[CH:67][CH:66]=[CH:65][CH:64]=1. (7) Reactant: [CH2:1]([OH:5])[CH2:2][CH:3]=C.[O:6]1[CH2:11][CH2:10][CH:9]([CH:12]=[O:13])[CH2:8][CH2:7]1.[C:14](O)(C(F)(F)F)=O. Product: [O:13]1[CH2:3][CH2:2][CH:1]([OH:5])[CH2:14][CH:12]1[CH:9]1[CH2:10][CH2:11][O:6][CH2:7][CH2:8]1. The catalyst class is: 4.